From a dataset of Catalyst prediction with 721,799 reactions and 888 catalyst types from USPTO. Predict which catalyst facilitates the given reaction. (1) Reactant: C1(S([N:10]2[C:14]3[N:15]=[CH:16][N:17]=[C:18]([C:19]4[C:20]([CH3:38])=[C:21]([NH:25][C:26](=[O:37])[C:27]5[CH:32]=[CH:31][C:30]([C:33]([CH3:36])([CH3:35])[CH3:34])=[CH:29][CH:28]=5)[CH:22]=[CH:23][CH:24]=4)[C:13]=3[CH:12]=[C:11]2[Br:39])(=O)=O)C=CC=CC=1.CC([O-])(C)C.[K+]. Product: [Br:39][C:11]1[NH:10][C:14]2[N:15]=[CH:16][N:17]=[C:18]([C:19]3[C:20]([CH3:38])=[C:21]([NH:25][C:26](=[O:37])[C:27]4[CH:32]=[CH:31][C:30]([C:33]([CH3:35])([CH3:36])[CH3:34])=[CH:29][CH:28]=4)[CH:22]=[CH:23][CH:24]=3)[C:13]=2[CH:12]=1. The catalyst class is: 1. (2) Reactant: [OH-].[Na+].[CH3:3][O:4][C:5]1[CH:6]=[CH:7][CH:8]=[C:9]2[C:13]=1[C:12](=[O:14])[CH2:11][CH2:10]2.[F:15][C:16]1[CH:23]=[CH:22][C:19]([CH:20]=O)=[CH:18][CH:17]=1. Product: [F:15][C:16]1[CH:23]=[CH:22][C:19]([CH:20]=[C:11]2[CH2:10][C:9]3[C:13](=[C:5]([O:4][CH3:3])[CH:6]=[CH:7][CH:8]=3)[C:12]2=[O:14])=[CH:18][CH:17]=1. The catalyst class is: 8.